Dataset: Full USPTO retrosynthesis dataset with 1.9M reactions from patents (1976-2016). Task: Predict the reactants needed to synthesize the given product. (1) Given the product [NH2:13][C:14]1[N:19]=[C:18]([C:20]2[CH:21]=[CH:22][C:23]([C:24]([NH:48][CH2:47][C:44]3[CH:45]=[CH:46][C:41]([O:40][CH3:39])=[CH:42][CH:43]=3)=[O:26])=[CH:27][CH:28]=2)[CH:17]=[CH:16][N:15]=1, predict the reactants needed to synthesize it. The reactants are: CCN=C=NCCCN(C)C.Cl.[NH2:13][C:14]1[N:19]=[C:18]([C:20]2[CH:28]=[CH:27][C:23]([C:24]([OH:26])=O)=[CH:22][CH:21]=2)[CH:17]=[CH:16][N:15]=1.C1C=CC2N(O)N=NC=2C=1.[CH3:39][O:40][C:41]1[CH:46]=[CH:45][C:44]([CH2:47][NH2:48])=[CH:43][CH:42]=1. (2) Given the product [CH3:1][S:2][C:3]1[CH:8]=[CH:7][C:6]([C:13]2[N:18]=[CH:17][C:16]([OH:19])=[CH:15][CH:14]=2)=[CH:5][CH:4]=1, predict the reactants needed to synthesize it. The reactants are: [CH3:1][S:2][C:3]1[CH:8]=[CH:7][C:6](B(O)O)=[CH:5][CH:4]=1.Br[C:13]1[N:18]=[CH:17][C:16]([OH:19])=[CH:15][CH:14]=1.C([O-])([O-])=O.[Na+].[Na+]. (3) Given the product [OH:40][C:14]1([C:17]2[S:18][C:19]([C:22]3[CH:27]=[C:26]([NH:28][C:29]4[N:34]=[C:33]([C:35]([F:36])([F:38])[F:37])[CH:32]=[CH:31][N:30]=4)[CH:25]=[C:24]([CH3:39])[CH:23]=3)=[CH:20][N:21]=2)[CH2:15][CH2:16][N:11]([S:8]([NH2:7])(=[O:9])=[O:10])[CH2:12][CH2:13]1, predict the reactants needed to synthesize it. The reactants are: C(OC(=O)[NH:7][S:8]([N:11]1[CH2:16][CH2:15][C:14]([OH:40])([C:17]2[S:18][C:19]([C:22]3[CH:27]=[C:26]([NH:28][C:29]4[N:34]=[C:33]([C:35]([F:38])([F:37])[F:36])[CH:32]=[CH:31][N:30]=4)[CH:25]=[C:24]([CH3:39])[CH:23]=3)=[CH:20][N:21]=2)[CH2:13][CH2:12]1)(=[O:10])=[O:9])(C)(C)C.C(O)(C(F)(F)F)=O. (4) The reactants are: Cl.[CH3:2][O:3][C:4](=[O:30])[C@@H:5]([NH:8][C:9]([C:11]1[C:12]([CH3:29])=[N:13][C:14]([NH:18][CH2:19][CH2:20][CH2:21][C:22]2[CH:27]=[CH:26][CH:25]=[C:24]([OH:28])[CH:23]=2)=[N:15][C:16]=1[CH3:17])=[O:10])[CH2:6][NH2:7].[Cl:31][C:32]1[S:36][C:35]([C:37](O)=[O:38])=[CH:34][CH:33]=1.C(N(CC)CC)C.CN(C(ON1N=NC2C=CC=CC1=2)=[N+](C)C)C.F[P-](F)(F)(F)(F)F.C1C=CC2N(O)N=NC=2C=1. Given the product [CH3:2][O:3][C:4](=[O:30])[C@@H:5]([NH:8][C:9]([C:11]1[C:12]([CH3:29])=[N:13][C:14]([NH:18][CH2:19][CH2:20][CH2:21][C:22]2[CH:27]=[CH:26][CH:25]=[C:24]([OH:28])[CH:23]=2)=[N:15][C:16]=1[CH3:17])=[O:10])[CH2:6][NH:7][C:37]([C:35]1[S:36][C:32]([Cl:31])=[CH:33][CH:34]=1)=[O:38], predict the reactants needed to synthesize it.